Dataset: Forward reaction prediction with 1.9M reactions from USPTO patents (1976-2016). Task: Predict the product of the given reaction. (1) Given the reactants [N+:1]([C:4]1[CH:5]=[C:6]([CH:10]=[CH:11][CH:12]=1)[C:7](Cl)=[O:8])([O-:3])=[O:2].[C:13]([C:17]1[CH:32]=[CH:31][C:20]([C:21]([NH:23][C:24]2[C:25]([NH2:30])=[CH:26][CH:27]=[CH:28][CH:29]=2)=[O:22])=[CH:19][CH:18]=1)([CH3:16])([CH3:15])[CH3:14], predict the reaction product. The product is: [N+:1]([C:4]1[CH:5]=[C:6]([CH:10]=[CH:11][CH:12]=1)[C:7]([NH:30][C:25]1[C:24]([NH:23][C:21](=[O:22])[C:20]2[CH:31]=[CH:32][C:17]([C:13]([CH3:15])([CH3:14])[CH3:16])=[CH:18][CH:19]=2)=[CH:29][CH:28]=[CH:27][CH:26]=1)=[O:8])([O-:3])=[O:2]. (2) Given the reactants [Cl:1][C:2]1[N:3]=[C:4]([C:15]2[CH:16]=[N:17][CH:18]=[CH:19][CH:20]=2)[S:5][C:6]=1[N:7](C)[C:8](=O)C(F)(F)F.C(=O)([O-])[O-].[K+].[K+], predict the reaction product. The product is: [Cl:1][C:2]1[N:3]=[C:4]([C:15]2[CH:16]=[N:17][CH:18]=[CH:19][CH:20]=2)[S:5][C:6]=1[NH:7][CH3:8]. (3) Given the reactants Cl.[Cl:2][C:3]1[CH:4]=[CH:5][C:6]([N:32]2[CH:36]=[N:35][N:34]=[N:33]2)=[C:7]([C:9]2[CH:17]=[C:16]3[N:12]([C@H:13]([C:18]4[NH:19][C:20]([C:23]5[CH:24]=[C:25]([C:28]([OH:30])=[O:29])[S:26][CH:27]=5)=[CH:21][N:22]=4)[CH2:14][CH2:15]3)[C:11](=[O:31])[CH:10]=2)[CH:8]=1.C(N(CC)C(C)C)(C)C.Cl[C:47]([O:49][CH2:50][CH:51]=[CH2:52])=[O:48], predict the reaction product. The product is: [Cl:2][C:3]1[CH:4]=[CH:5][C:6]([N:32]2[CH:36]=[N:35][N:34]=[N:33]2)=[C:7]([C:9]2[CH:17]=[C:16]3[N:12]([C@H:13]([C:18]4[N:19]([C:47]([O:49][CH2:50][CH:51]=[CH2:52])=[O:48])[C:20]([C:23]5[CH:24]=[C:25]([C:28]([OH:30])=[O:29])[S:26][CH:27]=5)=[CH:21][N:22]=4)[CH2:14][CH2:15]3)[C:11](=[O:31])[CH:10]=2)[CH:8]=1. (4) Given the reactants [OH:1][CH2:2][C:3]12[N:10]([C:11]([O:13][CH:14]([CH3:16])[CH3:15])=[O:12])[CH:7]([CH2:8][CH2:9]1)[CH2:6][O:5][CH2:4]2.[CH3:17]C(OI1(OC(C)=O)(OC(C)=O)OC(=O)C2C=CC=CC1=2)=O, predict the reaction product. The product is: [CH:2]([C:3]12[N:10]([C:11]([O:13][C:14]([CH3:17])([CH3:16])[CH3:15])=[O:12])[CH:7]([CH2:8][CH2:9]1)[CH2:6][O:5][CH2:4]2)=[O:1]. (5) Given the reactants [OH:1][C:2]1[N:6]([C:7]2[CH:12]=[C:11]([C:13]#[N:14])[CH:10]=[CH:9][N:8]=2)[N:5]=[CH:4][CH:3]=1.[CH3:15][C:16]1[CH:21]=[CH:20][C:19]([CH2:22]O)=[CH:18][CH:17]=1, predict the reaction product. The product is: [CH3:15][C:16]1[CH:21]=[CH:20][C:19]([CH2:22][O:1][C:2]2[N:6]([C:7]3[CH:12]=[C:11]([C:13]#[N:14])[CH:10]=[CH:9][N:8]=3)[N:5]=[CH:4][CH:3]=2)=[CH:18][CH:17]=1.